The task is: Predict the reactants needed to synthesize the given product.. This data is from Full USPTO retrosynthesis dataset with 1.9M reactions from patents (1976-2016). (1) Given the product [CH2:1]([O:8][C:9]1[C:10]([O:18][CH3:19])=[C:11]([CH2:15][CH2:16][NH2:17])[CH:12]=[CH:13][CH:14]=1)[C:2]1[CH:3]=[CH:4][CH:5]=[CH:6][CH:7]=1, predict the reactants needed to synthesize it. The reactants are: [CH2:1]([O:8][C:9]1[C:10]([O:18][CH3:19])=[C:11]([CH2:15][C:16]#[N:17])[CH:12]=[CH:13][CH:14]=1)[C:2]1[CH:7]=[CH:6][CH:5]=[CH:4][CH:3]=1. (2) Given the product [Br:1][C:2]1[CH:3]=[N:4][N:5]([CH2:13][C:14]([F:17])([F:16])[F:15])[CH:6]=1, predict the reactants needed to synthesize it. The reactants are: [Br:1][C:2]1[CH:3]=[N:4][NH:5][CH:6]=1.FC(F)(F)S(O[CH2:13][C:14]([F:17])([F:16])[F:15])(=O)=O.C(=O)([O-])[O-].[Cs+].[Cs+].O1CCOCC1.